From a dataset of Catalyst prediction with 721,799 reactions and 888 catalyst types from USPTO. Predict which catalyst facilitates the given reaction. Reactant: [CH3:1][O:2][C:3]1[CH:29]=[C:28]([O:30][CH3:31])[CH:27]=[CH:26][C:4]=1[CH2:5][N:6]1[CH2:10][C@@H:9]([C:11]2[CH:16]=[CH:15][CH:14]=[CH:13][C:12]=2Br)[C@H:8]([C:18]2[CH:23]=[C:22]([Cl:24])[CH:21]=[CH:20][C:19]=2[OH:25])[CH2:7]1.C(=O)([O-])[O-].[Cs+].[Cs+].CN(C)CC(O)=O.C1(C)C=CC=CC=1. Product: [Cl:24][C:22]1[CH:21]=[CH:20][C:19]2[O:25][C:16]3[CH:15]=[CH:14][CH:13]=[CH:12][C:11]=3[C@H:9]3[CH2:10][N:6]([CH2:5][C:4]4[CH:26]=[CH:27][C:28]([O:30][CH3:31])=[CH:29][C:3]=4[O:2][CH3:1])[CH2:7][C@@H:8]3[C:18]=2[CH:23]=1. The catalyst class is: 185.